From a dataset of Peptide-MHC class II binding affinity with 134,281 pairs from IEDB. Regression. Given a peptide amino acid sequence and an MHC pseudo amino acid sequence, predict their binding affinity value. This is MHC class II binding data. (1) The MHC is DRB1_0101 with pseudo-sequence DRB1_0101. The peptide sequence is LLQNSQVYS. The binding affinity (normalized) is 0. (2) The peptide sequence is NVSHIQSAVVCGRRH. The MHC is DRB1_0901 with pseudo-sequence DRB1_0901. The binding affinity (normalized) is 0.531. (3) The binding affinity (normalized) is 0.378. The peptide sequence is ISGYNFSLSAAVKAG. The MHC is DRB3_0101 with pseudo-sequence DRB3_0101. (4) The peptide sequence is ALSRVHSMFLGTGGS. The MHC is HLA-DPA10103-DPB10301 with pseudo-sequence HLA-DPA10103-DPB10301. The binding affinity (normalized) is 0.601. (5) The peptide sequence is LHKLGYILRDISKIPGG. The MHC is DRB1_0405 with pseudo-sequence DRB1_0405. The binding affinity (normalized) is 0.335. (6) The peptide sequence is HGRQIRMAKLLTRDPE. The MHC is DRB1_1501 with pseudo-sequence DRB1_1501. The binding affinity (normalized) is 0.219.